Dataset: Full USPTO retrosynthesis dataset with 1.9M reactions from patents (1976-2016). Task: Predict the reactants needed to synthesize the given product. (1) Given the product [CH3:1][O:2][C:3](=[O:26])[CH2:4][C:5]1[C:14]([CH3:15])=[C:13]([C:16]2[CH:21]=[CH:20][C:19]([NH2:22])=[CH:18][CH:17]=2)[C:12]2[C:7](=[CH:8][CH:9]=[C:10]([F:25])[CH:11]=2)[CH:6]=1, predict the reactants needed to synthesize it. The reactants are: [CH3:1][O:2][C:3](=[O:26])[CH2:4][C:5]1[C:14]([CH3:15])=[C:13]([C:16]2[CH:21]=[CH:20][C:19]([N+:22]([O-])=O)=[CH:18][CH:17]=2)[C:12]2[C:7](=[CH:8][CH:9]=[C:10]([F:25])[CH:11]=2)[CH:6]=1.C1COCC1.[Cl-].[NH4+].O. (2) Given the product [C:24]([C:23]1[C:22]([N:1]2[CH2:4][CH:3]([NH:5][C:6](=[O:20])[C:7]3[CH:12]=[CH:11][C:10]([C:13]4[CH:18]=[CH:17][CH:16]=[C:15]([F:19])[CH:14]=4)=[N:9][CH:8]=3)[CH2:2]2)=[N:29][C:28]([CH3:30])=[CH:27][C:26]=1[CH3:31])#[N:25], predict the reactants needed to synthesize it. The reactants are: [NH:1]1[CH2:4][CH:3]([NH:5][C:6](=[O:20])[C:7]2[CH:12]=[CH:11][C:10]([C:13]3[CH:18]=[CH:17][CH:16]=[C:15]([F:19])[CH:14]=3)=[N:9][CH:8]=2)[CH2:2]1.Cl[C:22]1[N:29]=[C:28]([CH3:30])[CH:27]=[C:26]([CH3:31])[C:23]=1[C:24]#[N:25].C(O)CCC. (3) Given the product [Cl:1][C:2]1[CH:7]=[C:6]([O:8][CH3:9])[C:5]([CH:19]=[CH2:20])=[CH:4][C:3]=1[C:11]1[CH:16]=[C:15]([Cl:17])[CH:14]=[CH:13][C:12]=1[Cl:18], predict the reactants needed to synthesize it. The reactants are: [Cl:1][C:2]1[CH:7]=[C:6]([O:8][CH3:9])[C:5](I)=[CH:4][C:3]=1[C:11]1[CH:16]=[C:15]([Cl:17])[CH:14]=[CH:13][C:12]=1[Cl:18].[CH2:19]([Sn](CCCC)(CCCC)C=C)[CH2:20]CC. (4) Given the product [Cl:1][C:2]1[N:3]=[C:4]([C:12]([O:14][CH2:15][CH3:16])=[O:18])[C:5]2[CH:10]=[CH:9][N:8]([CH3:11])[C:6]=2[N:7]=1, predict the reactants needed to synthesize it. The reactants are: [Cl:1][C:2]1[N:3]=[C:4]([C:12]([O:14][CH2:15][CH3:16])=C)[C:5]2[CH:10]=[CH:9][N:8]([CH3:11])[C:6]=2[N:7]=1.[Mn]([O-])(=O)(=O)=[O:18].[K+]. (5) Given the product [Cl:1][C:2]1[CH:3]=[N:4][C:5]2[C:10]([CH:11]=1)=[CH:9][C:8]([O:12][CH:20]([CH2:30][CH3:31])[C:21]([NH:23][C:24]([CH3:29])([CH3:28])[C:25]#[C:26][CH3:27])=[O:22])=[CH:7][CH:6]=2, predict the reactants needed to synthesize it. The reactants are: [Cl:1][C:2]1[CH:3]=[N:4][C:5]2[C:10]([CH:11]=1)=[CH:9][C:8]([OH:12])=[CH:7][CH:6]=2.C(=O)([O-])[O-].[K+].[K+].Br[CH:20]([CH2:30][CH3:31])[C:21]([NH:23][C:24]([CH3:29])([CH3:28])[C:25]#[C:26][CH3:27])=[O:22].O. (6) Given the product [C:11]([O:15][C:16](=[O:17])[NH:10][CH2:9][C:6]1[CH:5]=[N:4][C:3]([Cl:2])=[N:8][CH:7]=1)([CH3:14])([CH3:13])[CH3:12], predict the reactants needed to synthesize it. The reactants are: Cl.[Cl:2][C:3]1[N:8]=[CH:7][C:6]([CH2:9][NH2:10])=[CH:5][N:4]=1.[C:11]([O:15][C:16](O[C:16]([O:15][C:11]([CH3:14])([CH3:13])[CH3:12])=[O:17])=[O:17])([CH3:14])([CH3:13])[CH3:12].C(N(CC)CC)C.